Task: Predict the reactants needed to synthesize the given product.. Dataset: Full USPTO retrosynthesis dataset with 1.9M reactions from patents (1976-2016) (1) Given the product [Cl:28][CH2:15][C:12]1[CH:13]=[CH:14][C:9]([C:7]2[CH:8]=[C:3]([CH:2]([F:25])[F:1])[CH:4]=[CH:5][C:6]=2[F:24])=[C:10]([C:17]2[C:21]([CH3:23])([CH3:22])[CH2:20][CH2:19][CH:18]=2)[CH:11]=1, predict the reactants needed to synthesize it. The reactants are: [F:1][CH:2]([F:25])[C:3]1[CH:4]=[CH:5][C:6]([F:24])=[C:7]([C:9]2[CH:14]=[CH:13][C:12]([CH2:15]O)=[CH:11][C:10]=2[C:17]2[C:21]([CH3:23])([CH3:22])[CH2:20][CH2:19][CH:18]=2)[CH:8]=1.S(Cl)([Cl:28])=O. (2) Given the product [CH3:20][O:19][C:17]([C:16]1[CH:21]=[CH:22][C:23]2[NH:24][C:1](=[O:2])[NH:13][C:14]=2[CH:15]=1)=[O:18], predict the reactants needed to synthesize it. The reactants are: [C:1](N1C=CN=C1)(N1C=CN=C1)=[O:2].[NH2:13][C:14]1[CH:15]=[C:16]([CH:21]=[CH:22][C:23]=1[NH2:24])[C:17]([O:19][CH3:20])=[O:18].O. (3) The reactants are: Cl[CH2:2][C:3]1[CH:24]=[CH:23][C:6]([O:7][CH2:8][C:9]2[N:10]=[C:11]([C:15]3[CH:16]=[C:17]([CH:20]=[CH:21][CH:22]=3)[C:18]#[N:19])[O:12][C:13]=2[CH3:14])=[C:5]([O:25][CH3:26])[CH:4]=1.[OH:27][C:28]1[C:32]([CH:33]=[O:34])=[CH:31][N:30]([C:35]2[CH:40]=[CH:39][CH:38]=[CH:37][CH:36]=2)[N:29]=1.C(=O)([O-])[O-].[K+].[K+].CN(C)C=O. Given the product [CH:33]([C:32]1[C:28]([O:27][CH2:2][C:3]2[CH:24]=[CH:23][C:6]([O:7][CH2:8][C:9]3[N:10]=[C:11]([C:15]4[CH:16]=[C:17]([CH:20]=[CH:21][CH:22]=4)[C:18]#[N:19])[O:12][C:13]=3[CH3:14])=[C:5]([O:25][CH3:26])[CH:4]=2)=[N:29][N:30]([C:35]2[CH:40]=[CH:39][CH:38]=[CH:37][CH:36]=2)[CH:31]=1)=[O:34], predict the reactants needed to synthesize it. (4) Given the product [O:17]=[C:12]([CH:6]1[CH2:7][CH2:8][CH2:9][CH2:10][C:5]1=[O:11])[C:13]([O:15][CH3:16])=[O:14], predict the reactants needed to synthesize it. The reactants are: [O-]CC.[Na+].[C:5]1(=[O:11])[CH2:10][CH2:9][CH2:8][CH2:7][CH2:6]1.[C:12](OC)(=[O:17])[C:13]([O:15][CH3:16])=[O:14]. (5) Given the product [I:7][C:8]1[CH:9]=[CH:10][C:11]([N:14]2[CH2:18][CH2:17][CH2:16][CH2:15]2)=[CH:12][CH:13]=1, predict the reactants needed to synthesize it. The reactants are: B.O1CCCC1.[I:7][C:8]1[CH:13]=[CH:12][C:11]([N:14]2[CH2:18][CH2:17][CH2:16][C:15]2=O)=[CH:10][CH:9]=1.Cl.C([O-])(O)=O.[Na+].